Dataset: Peptide-MHC class II binding affinity with 134,281 pairs from IEDB. Task: Regression. Given a peptide amino acid sequence and an MHC pseudo amino acid sequence, predict their binding affinity value. This is MHC class II binding data. (1) The MHC is HLA-DQA10301-DQB10302 with pseudo-sequence HLA-DQA10301-DQB10302. The peptide sequence is EEFVSLASRFLVEED. The binding affinity (normalized) is 0.453. (2) The peptide sequence is RCRTCVYNMMGKREK. The MHC is DRB1_0701 with pseudo-sequence DRB1_0701. The binding affinity (normalized) is 0.353.